The task is: Predict the product of the given reaction.. This data is from Forward reaction prediction with 1.9M reactions from USPTO patents (1976-2016). (1) Given the reactants C([N:8]1[CH2:16][C:15]2[C:10](=[CH:11][CH:12]=[C:13]([C:17]3([OH:25])[CH2:22][C@@H:21]([CH3:23])[O:20][C@@H:19]([CH3:24])[CH2:18]3)[CH:14]=2)[CH2:9]1)C1C=CC=CC=1.[H][H], predict the reaction product. The product is: [CH2:9]1[C:10]2[C:15](=[CH:14][C:13]([C:17]3([OH:25])[CH2:22][C@@H:21]([CH3:23])[O:20][C@@H:19]([CH3:24])[CH2:18]3)=[CH:12][CH:11]=2)[CH2:16][NH:8]1. (2) Given the reactants [CH2:1]([O:8][CH2:9][C@H:10]([NH:13][C:14](=[O:20])[O:15][C:16]([CH3:19])([CH3:18])[CH3:17])[CH2:11][OH:12])[C:2]1[CH:7]=[CH:6][CH:5]=[CH:4][CH:3]=1.CC(OI1(OC(C)=O)(OC(C)=O)OC(=O)C2C=CC=CC1=2)=O, predict the reaction product. The product is: [CH2:1]([O:8][CH2:9][C@H:10]([NH:13][C:14](=[O:20])[O:15][C:16]([CH3:18])([CH3:17])[CH3:19])[CH:11]=[O:12])[C:2]1[CH:3]=[CH:4][CH:5]=[CH:6][CH:7]=1. (3) Given the reactants [H-].[Na+].[CH3:3][O:4][C:5]1[CH:6]=[CH:7][C:8]([NH:15][C:16]2[N:20]([C:21]3[CH:26]=[CH:25][CH:24]=[CH:23][C:22]=3[CH3:27])[N:19]=[C:18]([CH3:28])[C:17]=2[C:29]2[CH:34]=[CH:33][CH:32]=[CH:31][CH:30]=2)=[C:9]([CH:14]=1)[C:10]([O:12][CH3:13])=[O:11].I[CH3:36].O, predict the reaction product. The product is: [CH3:3][O:4][C:5]1[CH:6]=[CH:7][C:8]([N:15]([CH3:36])[C:16]2[N:20]([C:21]3[CH:26]=[CH:25][CH:24]=[CH:23][C:22]=3[CH3:27])[N:19]=[C:18]([CH3:28])[C:17]=2[C:29]2[CH:34]=[CH:33][CH:32]=[CH:31][CH:30]=2)=[C:9]([CH:14]=1)[C:10]([O:12][CH3:13])=[O:11].